Task: Predict the reactants needed to synthesize the given product.. Dataset: Full USPTO retrosynthesis dataset with 1.9M reactions from patents (1976-2016) (1) Given the product [NH2:7][C:8]1[O:9][CH2:10][CH2:11][C@:12]([C:15]2[CH:20]=[C:19]([NH:21][C:32]([C:27]3[C:26]([O:25][CH3:24])=[CH:31][CH:30]=[CH:29][N:28]=3)=[O:33])[CH:18]=[CH:17][C:16]=2[F:22])([CH3:14])[N:13]=1, predict the reactants needed to synthesize it. The reactants are: C(OC(=O)[NH:7][C:8]1[O:9][CH2:10][CH2:11][C@:12]([C:15]2[CH:20]=[C:19]([NH2:21])[CH:18]=[CH:17][C:16]=2[F:22])([CH3:14])[N:13]=1)(C)(C)C.[CH3:24][O:25][C:26]1[C:27]([C:32](O)=[O:33])=[N:28][CH:29]=[CH:30][CH:31]=1. (2) Given the product [Cl:17][C:6]1[C:5]2[C:10](=[CH:11][C:2]([F:1])=[CH:3][CH:4]=2)[N:9]=[CH:8][C:7]=1[C:12]#[N:13], predict the reactants needed to synthesize it. The reactants are: [F:1][C:2]1[CH:11]=[C:10]2[C:5]([C:6](O)=[C:7]([C:12]#[N:13])[CH:8]=[N:9]2)=[CH:4][CH:3]=1.S(Cl)([Cl:17])=O.